This data is from Forward reaction prediction with 1.9M reactions from USPTO patents (1976-2016). The task is: Predict the product of the given reaction. (1) The product is: [F:1][C:2]1[C:7]([O:8][CH3:9])=[CH:6][C:5]([O:10][CH3:11])=[C:4]([F:12])[C:3]=1[C:13]1[N:18]=[C:17]2[NH:19][N:20]=[C:21]([C:32]3[CH:33]=[C:34]4[C:29](=[CH:30][CH:31]=3)[O:28][CH:27]([C:25]([N:24]([CH3:46])[CH3:23])=[O:26])[CH2:36][CH2:35]4)[C:16]2=[CH:15][N:14]=1. Given the reactants [F:1][C:2]1[C:7]([O:8][CH3:9])=[CH:6][C:5]([O:10][CH3:11])=[C:4]([F:12])[C:3]=1[C:13]1[N:18]=[C:17]2[NH:19][N:20]=[C:21](I)[C:16]2=[CH:15][N:14]=1.[CH3:23][N:24]([CH3:46])[C:25]([CH:27]1[CH2:36][CH2:35][C:34]2[C:29](=[CH:30][CH:31]=[C:32](B3OC(C)(C)C(C)(C)O3)[CH:33]=2)[O:28]1)=[O:26], predict the reaction product. (2) Given the reactants Br[C:2]1[C:3]([O:17][CH2:18][C:19]2[C:20]([C:25]3[CH:30]=[CH:29][CH:28]=[CH:27][CH:26]=3)=[N:21][O:22][C:23]=2[CH3:24])=[N:4][CH:5]=[C:6]([CH:16]=1)[C:7]([NH:9][CH:10]1[CH2:15][CH2:14][O:13][CH2:12][CH2:11]1)=[O:8].[CH3:31]B1OB(C)OB(C)O1.C(=O)([O-])[O-].[Na+].[Na+], predict the reaction product. The product is: [CH3:31][C:2]1[C:3]([O:17][CH2:18][C:19]2[C:20]([C:25]3[CH:26]=[CH:27][CH:28]=[CH:29][CH:30]=3)=[N:21][O:22][C:23]=2[CH3:24])=[N:4][CH:5]=[C:6]([CH:16]=1)[C:7]([NH:9][CH:10]1[CH2:15][CH2:14][O:13][CH2:12][CH2:11]1)=[O:8]. (3) The product is: [CH3:1][N:2]1[CH:4]=[C:5]([C:6]([OH:7])=[O:20])[C:18]2[C:9](=[N:10][C:11]3[C:16]([N:17]=2)=[CH:15][CH:14]=[CH:13][CH:12]=3)[C:8]1=[O:19]. Given the reactants [CH3:1][N:2]([CH:4]=[C:5]1[C:18]2[C:9](=[N:10][C:11]3[C:16]([N:17]=2)=[CH:15][CH:14]=[CH:13][CH:12]=3)[C:8](=[O:19])[O:7][C:6]1=[O:20])C.CN, predict the reaction product. (4) Given the reactants [CH3:1][O:2][C:3](=[O:14])[C:4]([C:7]1[CH:8]=[N:9][C:10]([NH2:13])=[CH:11][CH:12]=1)([CH3:6])[CH3:5].Br[C:16]1[C:17](=[O:24])[N:18]([CH3:23])[CH:19]=[C:20]([Br:22])[CH:21]=1.C(=O)([O-])[O-].[Cs+].[Cs+].CC1(C)C2C(=C(P(C3C=CC=CC=3)C3C=CC=CC=3)C=CC=2)OC2C(P(C3C=CC=CC=3)C3C=CC=CC=3)=CC=CC1=2, predict the reaction product. The product is: [CH3:1][O:2][C:3](=[O:14])[C:4]([C:7]1[CH:8]=[N:9][C:10]([NH:13][C:16]2[C:17](=[O:24])[N:18]([CH3:23])[CH:19]=[C:20]([Br:22])[CH:21]=2)=[CH:11][CH:12]=1)([CH3:6])[CH3:5]. (5) Given the reactants [F:1][C:2]([F:26])([F:25])[C:3]1[CH:20]=[C:19]([C:21]([F:24])([F:23])[F:22])[CH:18]=[CH:17][C:4]=1[CH2:5][N:6]1[CH2:13][CH:12]2[CH2:14][CH:8]([CH2:9][CH:10]([CH:15]=O)[CH2:11]2)[CH2:7]1.[CH2:27]([NH:30][C:31]1[CH2:35][S:34][C:33](=[O:36])[N:32]=1)[C:28]#[CH:29].C([O-])(=O)C.[NH2+]1CCCCC1.C(=O)([O-])O.[Na+], predict the reaction product. The product is: [F:26][C:2]([F:1])([F:25])[C:3]1[CH:20]=[C:19]([C:21]([F:24])([F:23])[F:22])[CH:18]=[CH:17][C:4]=1[CH2:5][N:6]1[CH2:7][CH:8]2[CH2:14][CH:12]([CH2:11][CH:10](/[CH:15]=[C:35]3/[C:31]([NH:30][CH2:27][C:28]#[CH:29])=[N:32][C:33](=[O:36])[S:34]/3)[CH2:9]2)[CH2:13]1. (6) Given the reactants C([O:3][CH:4](OCC)[CH2:5][CH2:6][NH:7][C:8]([C:10]1[CH:14]=[C:13]([C:15]2[CH:20]=[C:19]([O:21][C:22]3[CH:27]=[C:26]([C:28]([NH:30][C:31]4[CH:36]=[C:35]([CH3:37])[CH:34]=[CH:33][C:32]=4[F:38])=[O:29])[CH:25]=[CH:24][C:23]=3[F:39])[CH:18]=[CH:17][N:16]=2)[NH:12][CH:11]=1)=[O:9])C.Cl.O, predict the reaction product. The product is: [F:39][C:23]1[CH:24]=[CH:25][C:26]([C:28]([NH:30][C:31]2[CH:36]=[C:35]([CH3:37])[CH:34]=[CH:33][C:32]=2[F:38])=[O:29])=[CH:27][C:22]=1[O:21][C:19]1[CH:18]=[CH:17][N:16]=[C:15]([C:13]2[NH:12][CH:11]=[C:10]([C:8]([NH:7][CH2:6][CH2:5][CH:4]=[O:3])=[O:9])[CH:14]=2)[CH:20]=1.